This data is from Forward reaction prediction with 1.9M reactions from USPTO patents (1976-2016). The task is: Predict the product of the given reaction. Given the reactants [C:1](=[O:4])([O-])[O-:2].[K+].[K+].[N:7]1[CH:12]=[CH:11][CH:10]=[CH:9][C:8]=1[CH2:13][NH2:14].[C:26]([O:25][C:23](O[C:23]([O:25][C:26]([CH3:29])([CH3:28])[CH3:27])=[O:24])=[O:24])([CH3:29])([CH3:28])[CH3:27].[OH-].[Na+].O1[CH2:37][CH2:36]OCC1, predict the reaction product. The product is: [C:23]([N:14]([CH2:9][C:8]1[N:7]=[CH:36][C:37]([C:1]([OH:2])=[O:4])=[N:14][CH:13]=1)[CH2:13][C:8]1[CH:9]=[CH:10][CH:11]=[CH:12][N:7]=1)([O:25][C:26]([CH3:27])([CH3:28])[CH3:29])=[O:24].